From a dataset of Full USPTO retrosynthesis dataset with 1.9M reactions from patents (1976-2016). Predict the reactants needed to synthesize the given product. Given the product [Cl:47][CH2:14][C:12]1[CH:13]=[C:8]([C:6]2[CH:5]=[CH:4][N:3]=[C:2]([C:21]#[N:22])[CH:7]=2)[C:9]([O:16][CH3:17])=[N:10][CH:11]=1, predict the reactants needed to synthesize it. The reactants are: Cl[C:2]1[CH:7]=[C:6]([C:8]2[C:9]([O:16][CH3:17])=[N:10][CH:11]=[C:12]([CH:14]=O)[CH:13]=2)[CH:5]=[CH:4][N:3]=1.ClCC1[C:21](C)=[N:22]C(OC)=C(C2C=CC=C(Cl)C=2)C=1.BrC1C(OC)=NC=C(C=1)C=O.[Cl:47]CC1C=C(C2C=CC=C(Cl)C=2)C(OC)=NC=1.ClC1C=C(B(O)O)C=CN=1.